This data is from Forward reaction prediction with 1.9M reactions from USPTO patents (1976-2016). The task is: Predict the product of the given reaction. (1) Given the reactants [F:1][C:2]1[CH:12]=[CH:11][C:5]([CH:6]=[CH:7][C:8]([OH:10])=O)=[CH:4][CH:3]=1.[N:13]1[CH:18]=[CH:17][CH:16]=[CH:15][C:14]=1[N:19]1[CH2:24][CH2:23][N:22]([C:25]2[CH:26]=[C:27]([C@@H:31]([NH2:33])[CH3:32])[CH:28]=[CH:29][CH:30]=2)[CH2:21][CH2:20]1.C(Cl)CCl.C(N(CC)CC)C, predict the reaction product. The product is: [F:1][C:2]1[CH:3]=[CH:4][C:5]([CH:6]=[CH:7][C:8]([NH:33][C@H:31]([C:27]2[CH:28]=[CH:29][CH:30]=[C:25]([N:22]3[CH2:21][CH2:20][N:19]([C:14]4[CH:15]=[CH:16][CH:17]=[CH:18][N:13]=4)[CH2:24][CH2:23]3)[CH:26]=2)[CH3:32])=[O:10])=[CH:11][CH:12]=1. (2) Given the reactants [C:1]1(C2C=CC=CC=2)[CH:6]=[CH:5][C:4]([CH2:7][C@H:8]2[N:12]([CH2:13]C3C=CC(OC)=CC=3)[C:11](=[O:22])[CH2:10][CH2:9]2)=[CH:3][CH:2]=1.CO[C:31](=[O:38])[C:32]1[CH:37]=[CH:36][CH:35]=[CH:34][CH:33]=1.[H-].[Na+], predict the reaction product. The product is: [C:31]([C@H:10]1[CH2:9][CH:8]([CH2:7][C:4]2[CH:5]=[CH:6][C:1]([C:4]3[CH:3]=[CH:2][CH:1]=[CH:6][CH:5]=3)=[CH:2][CH:3]=2)[N:12]([CH2:13][N:12]2[CH2:8][CH2:9][CH2:10][CH2:11]2)[C:11]1=[O:22])(=[O:38])[C:32]1[CH:33]=[CH:34][CH:35]=[CH:36][CH:37]=1. (3) The product is: [Cl:13][C:14]1[CH:23]=[N:22][C:21]2[C:20]([N:24]3[CH2:29][CH2:28][O:27][CH2:26][CH2:25]3)=[N:19][C:18]([C:30]3[CH:36]=[CH:35][C:33]([NH:34][C:55]([NH:54][C:51]4[CH:50]=[CH:49][C:5]([O:6][CH3:7])=[CH:53][CH:52]=4)=[O:56])=[CH:32][CH:31]=3)=[N:17][C:16]=2[CH:15]=1. Given the reactants ClC(Cl)(O[C:5](=O)[O:6][C:7](Cl)(Cl)Cl)Cl.[Cl:13][C:14]1[CH:23]=[N:22][C:21]2[C:20]([N:24]3[CH2:29][CH2:28][O:27][CH2:26][CH2:25]3)=[N:19][C:18]([C:30]3[CH:36]=[CH:35][C:33]([NH2:34])=[CH:32][CH:31]=3)=[N:17][C:16]=2[CH:15]=1.C(N(CC)C(C)C)(C)C.OCC1[CH:53]=[CH:52][C:51]([NH2:54])=[CH:50][CH:49]=1.[C:55]([O-])(O)=[O:56].[Na+], predict the reaction product. (4) Given the reactants C[O:2][C:3](=[O:18])[CH:4]([N:11]1[C:16](=[O:17])[CH:15]=[CH:14][CH:13]=[N:12]1)[CH2:5][CH:6]1[CH2:10][CH2:9][CH2:8][CH2:7]1.[OH-].[Na+], predict the reaction product. The product is: [CH:6]1([CH2:5][CH:4]([N:11]2[C:16](=[O:17])[CH:15]=[CH:14][CH:13]=[N:12]2)[C:3]([OH:18])=[O:2])[CH2:10][CH2:9][CH2:8][CH2:7]1.